Dataset: NCI-60 drug combinations with 297,098 pairs across 59 cell lines. Task: Regression. Given two drug SMILES strings and cell line genomic features, predict the synergy score measuring deviation from expected non-interaction effect. Drug 1: C1=CC(=CC=C1CC(C(=O)O)N)N(CCCl)CCCl.Cl. Drug 2: CN1C(=O)N2C=NC(=C2N=N1)C(=O)N. Cell line: CCRF-CEM. Synergy scores: CSS=24.6, Synergy_ZIP=3.14, Synergy_Bliss=6.29, Synergy_Loewe=-42.0, Synergy_HSA=1.70.